Dataset: Peptide-MHC class II binding affinity with 134,281 pairs from IEDB. Task: Regression. Given a peptide amino acid sequence and an MHC pseudo amino acid sequence, predict their binding affinity value. This is MHC class II binding data. (1) The peptide sequence is GELEFEEFVSLASRF. The MHC is DRB1_0405 with pseudo-sequence DRB1_0405. The binding affinity (normalized) is 0.523. (2) The MHC is HLA-DPA10201-DPB10501 with pseudo-sequence HLA-DPA10201-DPB10501. The peptide sequence is SAMVYSSDDIPPR. The binding affinity (normalized) is 0. (3) The peptide sequence is SQDLELSLNLNGLQAY. The MHC is DRB1_1302 with pseudo-sequence DRB1_1302. The binding affinity (normalized) is 1.00.